Dataset: Full USPTO retrosynthesis dataset with 1.9M reactions from patents (1976-2016). Task: Predict the reactants needed to synthesize the given product. (1) Given the product [CH3:1][NH:2][C:3]1[CH:8]=[CH:7][C:6]([N:9]2[CH2:10][CH2:11][CH:12]([C:15]([F:18])([F:16])[F:17])[CH2:13][CH2:14]2)=[CH:5][C:4]=1[NH2:19], predict the reactants needed to synthesize it. The reactants are: [CH3:1][NH:2][C:3]1[CH:8]=[CH:7][C:6]([N:9]2[CH2:14][CH2:13][CH:12]([C:15]([F:18])([F:17])[F:16])[CH2:11][CH2:10]2)=[CH:5][C:4]=1[N+:19]([O-])=O. (2) Given the product [C:17]1([C@H:15]([NH:14][C:12](=[O:13])[NH:11][C:9]2[N:8]=[CH:7][C:6]3[C:2]([NH:1][C:51](=[O:53])[CH3:52])=[N:3][N:4]([C:23]([C:24]4[CH:25]=[CH:26][CH:27]=[CH:28][CH:29]=4)([C:36]4[CH:41]=[CH:40][CH:39]=[CH:38][CH:37]=4)[C:30]4[CH:31]=[CH:32][CH:33]=[CH:34][CH:35]=4)[C:5]=3[CH:10]=2)[CH3:16])[CH:22]=[CH:21][CH:20]=[CH:19][CH:18]=1, predict the reactants needed to synthesize it. The reactants are: [NH2:1][C:2]1[C:6]2[CH:7]=[N:8][C:9]([NH:11][C:12]([NH:14][C@@H:15]([C:17]3[CH:22]=[CH:21][CH:20]=[CH:19][CH:18]=3)[CH3:16])=[O:13])=[CH:10][C:5]=2[N:4]([C:23]([C:36]2[CH:41]=[CH:40][CH:39]=[CH:38][CH:37]=2)([C:30]2[CH:35]=[CH:34][CH:33]=[CH:32][CH:31]=2)[C:24]2[CH:29]=[CH:28][CH:27]=[CH:26][CH:25]=2)[N:3]=1.CCN(C(C)C)C(C)C.[C:51](Cl)(=[O:53])[CH3:52]. (3) Given the product [Cl:15][C:12]1[CH:13]=[CH:14][C:9]([NH:8][C:2]2[CH:7]=[CH:6][CH:5]=[CH:4][CH:3]=2)=[C:10]([O:16][CH3:17])[CH:11]=1, predict the reactants needed to synthesize it. The reactants are: Br[C:2]1[CH:7]=[CH:6][CH:5]=[CH:4][CH:3]=1.[NH2:8][C:9]1[CH:14]=[CH:13][C:12]([Cl:15])=[CH:11][C:10]=1[O:16][CH3:17].NC1C=CN=CC=1. (4) Given the product [Cl:1][C:2]1[CH:3]=[CH:4][C:5]([O:39][CH:40]([F:41])[F:42])=[C:6]([C:8]2[C:12]([NH:13][C:14]([C:16]3[CH:17]=[N:18][N:19]4[CH:24]=[CH:23][CH:22]=[N:21][C:20]=34)=[O:15])=[CH:11][N:10]([CH2:25][C:26]([N:28]3[CH2:29][CH2:30][C:31]([CH3:38])([C:34]([OH:36])=[O:35])[CH2:32][CH2:33]3)=[O:27])[N:9]=2)[CH:7]=1, predict the reactants needed to synthesize it. The reactants are: [Cl:1][C:2]1[CH:3]=[CH:4][C:5]([O:39][CH:40]([F:42])[F:41])=[C:6]([C:8]2[C:12]([NH:13][C:14]([C:16]3[CH:17]=[N:18][N:19]4[CH:24]=[CH:23][CH:22]=[N:21][C:20]=34)=[O:15])=[CH:11][N:10]([CH2:25][C:26]([N:28]3[CH2:33][CH2:32][C:31]([CH3:38])([C:34]([O:36]C)=[O:35])[CH2:30][CH2:29]3)=[O:27])[N:9]=2)[CH:7]=1.C(=O)([O-])[O-].[K+].[K+].Cl.